Task: Predict the product of the given reaction.. Dataset: Forward reaction prediction with 1.9M reactions from USPTO patents (1976-2016) (1) Given the reactants C[C:2]1([CH3:13])[CH2:11][CH:10](N)[C:9]2[C:4](=[CH:5][CH:6]=[CH:7][CH:8]=2)[O:3]1.[O:14]1[C:18]2[CH:19]=[CH:20][CH:21]=[C:22](CC(O)=O)[C:17]=2[O:16][CH2:15]1.CCN=C=NCCCN(C)C.[ClH:38].C1C=CC2N([OH:48])N=NC=2C=1.C([N:51]([CH2:54][CH3:55])[CH2:52][CH3:53])C, predict the reaction product. The product is: [O:16]1[C:17]2[CH:22]=[CH:21][C:20]([CH2:55][C:54]([NH:51][CH:52]3[C:53]4[C:4](=[CH:5][CH:6]=[C:7]([Cl:38])[CH:8]=4)[O:3][C:2]4([CH2:11][CH2:10][CH2:9]4)[CH2:13]3)=[O:48])=[CH:19][C:18]=2[O:14][CH2:15]1. (2) Given the reactants [CH3:1][O:2][C:3]1[CH:8]=[C:7]([N+:9]([O-:11])=[O:10])[CH:6]=[CH:5][C:4]=1[N:12]=[C:13]=[O:14].[NH2:15][C:16]1[S:17][C:18]([C:21]([F:24])([F:23])[F:22])=[N:19][N:20]=1, predict the reaction product. The product is: [CH3:1][O:2][C:3]1[CH:8]=[C:7]([N+:9]([O-:11])=[O:10])[CH:6]=[CH:5][C:4]=1[NH:12][C:13]([NH:15][C:16]1[S:17][C:18]([C:21]([F:24])([F:23])[F:22])=[N:19][N:20]=1)=[O:14].